From a dataset of Catalyst prediction with 721,799 reactions and 888 catalyst types from USPTO. Predict which catalyst facilitates the given reaction. (1) Reactant: [NH3:1].[Cl:2][C:3]1[CH:12]=[CH:11][C:10]([C:13]2[N:18]=[CH:17][CH:16]=[CH:15][N:14]=2)=[CH:9][C:4]=1[C:5](OC)=[O:6]. Product: [Cl:2][C:3]1[CH:12]=[CH:11][C:10]([C:13]2[N:18]=[CH:17][CH:16]=[CH:15][N:14]=2)=[CH:9][C:4]=1[C:5]([NH2:1])=[O:6]. The catalyst class is: 5. (2) The catalyst class is: 17. Reactant: [CH2:1]([C:4]1[C:12]2[O:11][N:10]=[C:9]([C:13]([F:16])([F:15])[F:14])[C:8]=2[CH:7]=[CH:6][C:5]=1[O:17][CH2:18][CH2:19][CH2:20][NH:21][CH2:22][CH3:23])[CH2:2][CH3:3].[CH2:24]([N:27]=[C:28]=[O:29])[CH2:25][CH3:26]. Product: [CH2:24]([NH:27][C:28](=[O:29])[N:21]([CH2:22][CH3:23])[CH2:20][CH2:19][CH2:18][O:17][C:5]1[CH:6]=[CH:7][C:8]2[C:9]([C:13]([F:15])([F:14])[F:16])=[N:10][O:11][C:12]=2[C:4]=1[CH2:1][CH2:2][CH3:3])[CH2:25][CH3:26]. (3) Reactant: [F:1][C:2]1[CH:3]=[C:4]([C:8]#[C:9][C:10]2[CH:15]=[N:14][CH:13]=[C:12]([CH3:16])[N:11]=2)[CH:5]=[CH:6][CH:7]=1.C(Cl)[Cl:18]. Product: [ClH:18].[F:1][C:2]1[CH:3]=[C:4]([C:8]#[C:9][C:10]2[CH:15]=[N:14][CH:13]=[C:12]([CH3:16])[N:11]=2)[CH:5]=[CH:6][CH:7]=1. The catalyst class is: 27. (4) Reactant: C(NC(C)C)(C)C.C([Li])CCC.[OH:13][C:14]1[CH:19]=[C:18]([O:20][CH3:21])[CH:17]=[CH:16][C:15]=1[C:22](=[N:24][S@:25]([C:27]([CH3:30])([CH3:29])[CH3:28])=[O:26])[CH3:23].C(NC(C)C)(C)C.[Li].[CH:39]([C:41]1[CH:50]=[CH:49][C:44]([C:45]([O:47][CH3:48])=[O:46])=[CH:43][N:42]=1)=[O:40]. Product: [C:27]([S@@:25]([N:24]=[C:22]([C:15]1[CH:16]=[CH:17][C:18]([O:20][CH3:21])=[CH:19][C:14]=1[OH:13])[CH2:23][C@@H:39]([C:41]1[CH:50]=[CH:49][C:44]([C:45]([O:47][CH3:48])=[O:46])=[CH:43][N:42]=1)[OH:40])=[O:26])([CH3:30])([CH3:29])[CH3:28]. The catalyst class is: 506. (5) Reactant: C(N(CC)CC)C.[NH2:8][C@@H:9]1[CH2:15][CH2:14][C@@H:13]([C:16]2[CH:21]=[CH:20][CH:19]=[CH:18][CH:17]=2)[CH2:12][N:11]([CH2:22][CH:23]2[CH2:25][CH2:24]2)[C:10]1=[O:26].ClC(O[C:31]1[CH:36]=[CH:35][C:34]([N+:37]([O-])=O)=C[CH:32]=1)=O.C(N(C(C)C)CC)(C)C.Cl.[C:50]1([CH:56]2[N:60](C3CCNCC3)[NH:59][C:58](=[O:67])[NH:57]2)[CH:55]=[CH:54][CH:53]=[CH:52][CH:51]=1.[O:68]1CCC[CH2:69]1. Product: [CH:23]1([CH2:22][N:11]2[CH2:12][C@H:13]([C:16]3[CH:21]=[CH:20][CH:19]=[CH:18][CH:17]=3)[CH2:14][CH2:15][C@@H:9]([NH:8][C:69]([N:37]3[CH2:32][CH2:31][CH:36]([N:59]4[C:58](=[O:67])[NH:57][C:56]([C:50]5[CH:51]=[CH:52][CH:53]=[CH:54][CH:55]=5)=[N:60]4)[CH2:35][CH2:34]3)=[O:68])[C:10]2=[O:26])[CH2:25][CH2:24]1. The catalyst class is: 4. (6) Reactant: [CH3:1][C:2]1([CH3:19])[CH2:6][C:5]2[CH:7]=[C:8]([C:13]3[CH:18]=[CH:17][CH:16]=[CH:15][CH:14]=3)[CH:9]=[C:10]([CH:11]=[O:12])[C:4]=2[O:3]1.[BH4-].[Na+]. Product: [CH3:1][C:2]1([CH3:19])[CH2:6][C:5]2[CH:7]=[C:8]([C:13]3[CH:18]=[CH:17][CH:16]=[CH:15][CH:14]=3)[CH:9]=[C:10]([CH2:11][OH:12])[C:4]=2[O:3]1. The catalyst class is: 5. (7) Reactant: [C:1]([O:5][C:6]([N:8]1[CH2:12][C@H:11]([F:13])[C@@H:10]([OH:14])[C@H:9]1[C:15]([OH:17])=O)=[O:7])([CH3:4])([CH3:3])[CH3:2].[Cl:18][C:19]1[C:20]([F:27])=[C:21]([CH:24]=[CH:25][CH:26]=1)[CH2:22][NH2:23].CCCP(=O)=O.CCN(C(C)C)C(C)C. Product: [C:1]([O:5][C:6]([N:8]1[CH2:12][C@H:11]([F:13])[C@@H:10]([OH:14])[C@H:9]1[C:15](=[O:17])[NH:23][CH2:22][C:21]1[CH:24]=[CH:25][CH:26]=[C:19]([Cl:18])[C:20]=1[F:27])=[O:7])([CH3:2])([CH3:3])[CH3:4]. The catalyst class is: 2. (8) Reactant: [Cl:1][C:2]1[CH:7]=[CH:6][C:5]([C:8]2[N:9]=[C:10]([NH:13][C:14]([CH2:16][C:17]3[CH:22]=[CH:21][C:20]([O:23][C:24](=[O:28])[CH2:25][CH2:26][CH3:27])=[C:19]([N+:29]([O-])=O)[CH:18]=3)=[O:15])[S:11][CH:12]=2)=[CH:4][CH:3]=1.[H][H]. Product: [NH2:29][C:19]1[CH:18]=[C:17]([CH2:16][C:14](=[O:15])[NH:13][C:10]2[S:11][CH:12]=[C:8]([C:5]3[CH:4]=[CH:3][C:2]([Cl:1])=[CH:7][CH:6]=3)[N:9]=2)[CH:22]=[CH:21][C:20]=1[O:23][C:24](=[O:28])[CH2:25][CH2:26][CH3:27]. The catalyst class is: 29.